From a dataset of Full USPTO retrosynthesis dataset with 1.9M reactions from patents (1976-2016). Predict the reactants needed to synthesize the given product. (1) Given the product [O:1]1[C:5]2[CH:6]=[CH:7][C:8]([C:10]3[CH2:11][C@H:12]4[CH:18]=[N:17][C:16]5[CH:28]=[C:29]([O:34][CH2:35][CH2:36][CH2:37][O:38][C:39]6[C:40]([O:96][CH3:97])=[CH:41][C:42]7[C:48](=[O:49])[N:47]8[CH:50]=[C:51]([C:53]#[C:54][CH2:55][NH:56][C:57](=[O:85])[C@@H:58]([NH:60][C:61](=[O:84])[C@H:62]([NH:66][C:67](=[O:83])[O:68][CH2:69][CH:70]9[C:71]%10[CH:72]=[CH:73][CH:74]=[CH:75][C:76]=%10[C:77]%10[C:82]9=[CH:81][CH:80]=[CH:79][CH:78]=%10)[CH:63]([CH3:64])[CH3:65])[CH3:59])[CH2:52][C@H:46]8[CH:45]=[N:44][C:43]=7[CH:95]=6)[C:30]([O:32][CH3:33])=[CH:31][C:15]=5[C:14](=[O:98])[N:13]4[CH:99]=3)=[CH:9][C:4]=2[O:3][CH2:2]1, predict the reactants needed to synthesize it. The reactants are: [O:1]1[C:5]2[CH:6]=[CH:7][C:8]([C:10]3[CH2:11][C@H:12]4[C:18](=O)[N:17](COCC[Si](C)(C)C)[C:16]5[CH:28]=[C:29]([O:34][CH2:35][CH2:36][CH2:37][O:38][C:39]6[C:40]([O:96][CH3:97])=[CH:41][C:42]7[C:48](=[O:49])[N:47]8[CH:50]=[C:51]([C:53]#[C:54][CH2:55][NH:56][C:57](=[O:85])[C@@H:58]([NH:60][C:61](=[O:84])[C@@H:62]([NH:66][C:67](=[O:83])[O:68][CH2:69][CH:70]9[C:82]%10[CH:81]=[CH:80][CH:79]=[CH:78][C:77]=%10[C:76]%10[C:71]9=[CH:72][CH:73]=[CH:74][CH:75]=%10)[CH:63]([CH3:65])[CH3:64])[CH3:59])[CH2:52][C@H:46]8[C:45](=O)[N:44](COCC[Si](C)(C)C)[C:43]=7[CH:95]=6)[C:30]([O:32][CH3:33])=[CH:31][C:15]=5[C:14](=[O:98])[N:13]4[CH:99]=3)=[CH:9][C:4]=2[O:3][CH2:2]1.[Li+].[B-](CC)(CC)CC. (2) Given the product [Cl:59][C:54]1[CH:55]=[CH:56][CH:57]=[CH:58][C:53]=1[N:50]1[C:46]2[N:47]=[CH:48][N:49]=[C:44]([O:43][C@@H:32]([CH2:31][N:29]3[CH2:30][CH:27]([OH:26])[CH2:28]3)[C:33]([NH:35][C:36]3[CH:41]=[CH:40][C:39]([F:42])=[CH:38][N:37]=3)=[O:34])[C:45]=2[CH:52]=[N:51]1, predict the reactants needed to synthesize it. The reactants are: [F-].C([N+](CCCC)(CCCC)CCCC)CCC.[Si]([O:26][CH:27]1[CH2:30][N:29]([CH2:31][C@H:32]([O:43][C:44]2[N:49]=[CH:48][N:47]=[C:46]3[N:50]([C:53]4[CH:58]=[CH:57][CH:56]=[CH:55][C:54]=4[Cl:59])[N:51]=[CH:52][C:45]=23)[C:33]([NH:35][C:36]2[CH:41]=[CH:40][C:39]([F:42])=[CH:38][N:37]=2)=[O:34])[CH2:28]1)(C(C)(C)C)(C)C. (3) Given the product [OH:67][C:63]([CH3:66])([CH3:65])[CH2:64][O:52][N:47]1[C:46]([CH3:54])([CH3:53])[CH2:45][CH:44]([CH2:43][CH2:42][CH2:41][CH2:40][NH:39][C:19]2[N:18]=[C:17]([NH:16][CH2:15][CH2:14][CH2:13][CH2:12][CH:7]3[CH2:6][C:5]([CH3:56])([CH3:55])[N:4]([O:3][CH2:64][C:63]([CH3:66])([OH:67])[CH3:65])[C:9]([CH3:11])([CH3:10])[CH2:8]3)[N:22]=[C:21]([NH:23][CH2:24][CH2:25][CH2:26][CH2:27][CH:28]3[CH2:33][C:32]([CH3:34])([CH3:35])[N:31]([O:36][CH2:64][C:63]([CH3:66])([OH:67])[CH3:65])[C:30]([CH3:38])([CH3:37])[CH2:29]3)[N:20]=2)[CH2:49][C:48]1([CH3:51])[CH3:50], predict the reactants needed to synthesize it. The reactants are: OO.[OH:3][N:4]1[C:9]([CH3:11])([CH3:10])[CH2:8][CH:7]([CH2:12][CH2:13][CH2:14][CH2:15][NH:16][C:17]2[N:22]=[C:21]([NH:23][CH2:24][CH2:25][CH2:26][CH2:27][CH:28]3[CH2:33][C:32]([CH3:35])([CH3:34])[N:31]([OH:36])[C:30]([CH3:38])([CH3:37])[CH2:29]3)[N:20]=[C:19]([NH:39][CH2:40][CH2:41][CH2:42][CH2:43][CH:44]3[CH2:49][C:48]([CH3:51])([CH3:50])[N:47]([OH:52])[C:46]([CH3:54])([CH3:53])[CH2:45]3)[N:18]=2)[CH2:6][C:5]1([CH3:56])[CH3:55].S([O-])([O-])=O.[Na+].[Na+].[C:63]([OH:67])([CH3:66])([CH3:65])[CH3:64].